Dataset: Full USPTO retrosynthesis dataset with 1.9M reactions from patents (1976-2016). Task: Predict the reactants needed to synthesize the given product. (1) Given the product [CH:15]([N:13]([CH3:14])[C@H:10]1[CH2:9][C@@H:8]([NH:18][C:19](=[O:21])[CH3:20])[C@@H:7]([N:4]2[CH2:5][CH2:6][C@H:2]([NH:1][C:24]3[C:33]4[C:28](=[CH:29][CH:30]=[C:31]([C:34]([F:36])([F:37])[F:35])[CH:32]=4)[N:27]=[CH:26][N:25]=3)[C:3]2=[O:22])[CH2:12][CH2:11]1)([CH3:17])[CH3:16], predict the reactants needed to synthesize it. The reactants are: [NH2:1][C@H:2]1[CH2:6][CH2:5][N:4]([C@H:7]2[CH2:12][CH2:11][C@@H:10]([N:13]([CH:15]([CH3:17])[CH3:16])[CH3:14])[CH2:9][C@H:8]2[NH:18][C:19](=[O:21])[CH3:20])[C:3]1=[O:22].Cl[C:24]1[C:33]2[C:28](=[CH:29][CH:30]=[C:31]([C:34]([F:37])([F:36])[F:35])[CH:32]=2)[N:27]=[CH:26][N:25]=1.C(N(CC)CC)C.O.[OH-].[Na+]. (2) Given the product [Cl:26][C:25]1[N:11]2[CH:12]=[C:13]([C:40]3[CH:39]=[CH:43][O:42][CH:41]=3)[CH:14]=[C:15]([C:16]([F:18])([F:17])[F:19])[C:10]2=[N:9][C:8]=1[NH:7][C:6]([C:34]1[S:30][CH:31]=[CH:32][CH:33]=1)=[O:27], predict the reactants needed to synthesize it. The reactants are: C(O[C:6](=[O:27])[NH:7][C:8]1[N:9]=[C:10]2[C:15]([C:16]([F:19])([F:18])[F:17])=[CH:14][C:13](C3OC=CC=3)=[CH:12][N:11]2[C:25]=1[Cl:26])(C)(C)C.[H-].[Na+].[S:30]1[CH:34]=[CH:33][CH:32]=[C:31]1C(Cl)=O.Cl.[CH2:39]1[CH2:43][O:42][CH2:41][CH2:40]1. (3) The reactants are: [O:1]=[C:2]1[C:10]2[C:5](=[CH:6][CH:7]=[CH:8][CH:9]=2)[C:4](=[O:11])[N:3]1CC(=O)C(OC)=O.C([O-])(O)=O.[Na+]. Given the product [C:2]1(=[O:1])[C:10]2[C:5](=[CH:6][CH:7]=[CH:8][CH:9]=2)[C:4](=[O:11])[NH:3]1, predict the reactants needed to synthesize it. (4) Given the product [N+:1]([C:4]1[CH:5]=[CH:6][C:7]([N:10]2[CH2:15][CH2:14][N:13]([S:22]([C:18]3[CH:17]=[N:16][CH:21]=[CH:20][CH:19]=3)(=[O:24])=[O:23])[CH2:12][CH2:11]2)=[CH:8][CH:9]=1)([O-:3])=[O:2], predict the reactants needed to synthesize it. The reactants are: [N+:1]([C:4]1[CH:9]=[CH:8][C:7]([N:10]2[CH2:15][CH2:14][NH:13][CH2:12][CH2:11]2)=[CH:6][CH:5]=1)([O-:3])=[O:2].[N:16]1[CH:21]=[CH:20][CH:19]=[C:18]([S:22](Cl)(=[O:24])=[O:23])[CH:17]=1. (5) Given the product [CH3:1][O:2][C:3]1[CH:4]=[CH:5][C:6]2[CH2:7][C:8]3[C:16]4[N:17]=[CH:18][CH:19]=[CH:20][C:21]=4[O:22][C:9]=3[C:10]([CH3:14])([CH3:13])[C:11]=2[CH:12]=1, predict the reactants needed to synthesize it. The reactants are: [CH3:1][O:2][C:3]1[CH:12]=[C:11]2[C:6]([CH2:7][CH:8]([C:16]3[C:21]([O:22]CC4C=CC(OC)=CC=4)=[CH:20][CH:19]=[CH:18][N:17]=3)[C:9](=O)[C:10]2([CH3:14])[CH3:13])=[CH:5][CH:4]=1.S(=O)(=O)(O)O.[OH-].[Na+]. (6) The reactants are: [Cl:1][C:2]1[C:10]([Cl:11])=[CH:9][CH:8]=[CH:7][C:3]=1[C:4]([OH:6])=O.[F:12][C:13]([F:32])([F:31])[C:14]1[N:19]=[CH:18][C:17]([CH:20]([N:23]2[CH2:28][CH2:27][C:26]([F:30])([F:29])[CH2:25][CH2:24]2)[CH2:21][NH2:22])=[CH:16][CH:15]=1. Given the product [Cl:1][C:2]1[C:10]([Cl:11])=[CH:9][CH:8]=[CH:7][C:3]=1[C:4]([NH:22][CH2:21][CH:20]([N:23]1[CH2:24][CH2:25][C:26]([F:30])([F:29])[CH2:27][CH2:28]1)[C:17]1[CH:18]=[N:19][C:14]([C:13]([F:12])([F:31])[F:32])=[CH:15][CH:16]=1)=[O:6], predict the reactants needed to synthesize it. (7) The reactants are: [Cl:1][C:2]1[CH:3]=[C:4]([S:8]([N:11]2[C:15]([C:16]3[CH:21]=[CH:20][CH:19]=[CH:18][CH:17]=3)=[CH:14][C:13]([CH2:22][OH:23])=[C:12]2[CH3:24])(=[O:10])=[O:9])[CH:5]=[CH:6][CH:7]=1.C[N+]1([O-])CCOCC1. Given the product [Cl:1][C:2]1[CH:3]=[C:4]([S:8]([N:11]2[C:15]([C:16]3[CH:21]=[CH:20][CH:19]=[CH:18][CH:17]=3)=[CH:14][C:13]([CH:22]=[O:23])=[C:12]2[CH3:24])(=[O:9])=[O:10])[CH:5]=[CH:6][CH:7]=1, predict the reactants needed to synthesize it. (8) Given the product [CH2:35]([O:34][C:32]([N:1]([CH2:26][C:27]([O:29][CH3:30])=[O:28])[C@H:2]([CH2:11][O:12][CH2:13][O:14][CH3:15])[CH2:3][C:4]([O:6][C:7]([CH3:10])([CH3:8])[CH3:9])=[O:5])=[O:33])[CH:36]=[CH2:37], predict the reactants needed to synthesize it. The reactants are: [NH2:1][C@H:2]([CH2:11][O:12][CH2:13][O:14][CH3:15])[CH2:3][C:4]([O:6][C:7]([CH3:10])([CH3:9])[CH3:8])=[O:5].C(N(C(C)C)CC)(C)C.Br[CH2:26][C:27]([O:29][CH3:30])=[O:28].Cl[C:32]([O:34][CH2:35][CH:36]=[CH2:37])=[O:33]. (9) Given the product [CH3:21][N:22]1[C:26]([CH2:27][N:8]2[CH2:9][C:5]3[C:4]([NH:10][C:11]4[CH:12]=[N:13][C:14]5[C:19]([CH:20]=4)=[CH:18][CH:17]=[CH:16][CH:15]=5)=[N:3][CH:2]=[N:1][C:6]=3[CH2:7]2)=[CH:25][CH:24]=[N:23]1, predict the reactants needed to synthesize it. The reactants are: [N:1]1[C:6]2[CH2:7][NH:8][CH2:9][C:5]=2[C:4]([NH:10][C:11]2[CH:12]=[N:13][C:14]3[C:19]([CH:20]=2)=[CH:18][CH:17]=[CH:16][CH:15]=3)=[N:3][CH:2]=1.[CH3:21][N:22]1[C:26]([CH:27]=O)=[CH:25][CH:24]=[N:23]1.CS(C)=O.C(O[BH-](OC(=O)C)OC(=O)C)(=O)C.[Na+].C(O)(=O)C.